Task: Regression. Given a peptide amino acid sequence and an MHC pseudo amino acid sequence, predict their binding affinity value. This is MHC class II binding data.. Dataset: Peptide-MHC class II binding affinity with 134,281 pairs from IEDB (1) The peptide sequence is VTSAPDTRPAP. The MHC is HLA-DQA10301-DQB10301 with pseudo-sequence HLA-DQA10301-DQB10301. The binding affinity (normalized) is 0. (2) The MHC is HLA-DQA10501-DQB10301 with pseudo-sequence HLA-DQA10501-DQB10301. The peptide sequence is FGYRKPLDNIKDNVGKMEDYIKK. The binding affinity (normalized) is 0. (3) The MHC is DRB1_1101 with pseudo-sequence DRB1_1101. The peptide sequence is QLQPSLQTGSEELRSLY. The binding affinity (normalized) is 0. (4) The MHC is HLA-DPA10201-DPB11401 with pseudo-sequence HLA-DPA10201-DPB11401. The binding affinity (normalized) is 0.787. The peptide sequence is AFKVAAHAANAAPAN. (5) The peptide sequence is EAMEKELREAFRLYD. The MHC is DRB1_0404 with pseudo-sequence DRB1_0404. The binding affinity (normalized) is 0.136.